The task is: Predict which catalyst facilitates the given reaction.. This data is from Catalyst prediction with 721,799 reactions and 888 catalyst types from USPTO. (1) Reactant: Cl[C:2]1[N:7]=[C:6]2[N:8]([CH3:16])[N:9]=[C:10]([CH:11]([CH2:14][CH3:15])[CH2:12][CH3:13])[C:5]2=[CH:4][C:3]=1[CH2:17][CH3:18].[CH3:19][O:20][C:21]1[CH:26]=[C:25]([O:27][C:28]([F:31])([F:30])[F:29])[CH:24]=[CH:23][C:22]=1B(O)O. Product: [CH2:17]([C:3]1[CH:4]=[C:5]2[C:10]([CH:11]([CH2:14][CH3:15])[CH2:12][CH3:13])=[N:9][N:8]([CH3:16])[C:6]2=[N:7][C:2]=1[C:22]1[CH:23]=[CH:24][C:25]([O:27][C:28]([F:30])([F:31])[F:29])=[CH:26][C:21]=1[O:20][CH3:19])[CH3:18]. The catalyst class is: 45. (2) Reactant: [H-].[Al+3].[Li+].[H-].[H-].[H-].[C:7]([C:11]1[CH:12]=[C:13]([CH:17]=[CH:18][CH:19]=1)[C:14](O)=[O:15])([CH3:10])([CH3:9])[CH3:8].O.[OH-].[Na+]. Product: [C:7]([C:11]1[CH:12]=[C:13]([CH:17]=[CH:18][CH:19]=1)[CH2:14][OH:15])([CH3:10])([CH3:8])[CH3:9]. The catalyst class is: 28. (3) Product: [F:1][C:2]1[CH:21]=[CH:20][CH:19]=[CH:18][C:3]=1[CH2:4][N:5]1[C:9]2=[N:10][CH:11]=[CH:12][CH:13]=[C:8]2[C:7]([C:14]2[NH:15][C:27](=[S:28])[O:17][N:16]=2)=[N:6]1. Reactant: [F:1][C:2]1[CH:21]=[CH:20][CH:19]=[CH:18][C:3]=1[CH2:4][N:5]1[C:9]2=[N:10][CH:11]=[CH:12][CH:13]=[C:8]2[C:7]([C:14](=[N:16][OH:17])[NH2:15])=[N:6]1.C1N=CN([C:27](N2C=NC=C2)=[S:28])C=1.N12CCCC1=NCCC2. The catalyst class is: 10. (4) Reactant: Cl.[CH3:2][O:3][C:4]([C:6]1([NH2:9])[CH2:8][CH2:7]1)=[O:5].[Br:10][C:11]1[CH:16]=[CH:15][CH:14]=[CH:13][C:12]=1[S:17](Cl)(=[O:19])=[O:18].C(N(CC)CC)C.O. Product: [CH3:2][O:3][C:4]([C:6]1([NH:9][S:17]([C:12]2[CH:13]=[CH:14][CH:15]=[CH:16][C:11]=2[Br:10])(=[O:19])=[O:18])[CH2:8][CH2:7]1)=[O:5]. The catalyst class is: 2. (5) Reactant: Cl[C:2]1[C:7]([CH3:8])=[CH:6][N+:5]([O-:9])=[C:4]([CH3:10])[C:3]=1[CH3:11].[CH3:12][C:13]1([CH3:21])[O:18][CH2:17][CH:16]([CH2:19][OH:20])[CH2:15][O:14]1. Product: [CH3:12][C:13]1([CH3:21])[O:18][CH2:17][CH:16]([CH2:19][O:20][C:2]2[C:7]([CH3:8])=[CH:6][N+:5]([O-:9])=[C:4]([CH3:10])[C:3]=2[CH3:11])[CH2:15][O:14]1. The catalyst class is: 11.